The task is: Predict the reactants needed to synthesize the given product.. This data is from Full USPTO retrosynthesis dataset with 1.9M reactions from patents (1976-2016). (1) Given the product [N:10]([CH2:2][CH2:3][CH2:4][CH2:5][CH2:6][C:7]([OH:9])=[O:8])=[N+:11]=[N-:12], predict the reactants needed to synthesize it. The reactants are: Br[CH2:2][CH2:3][CH2:4][CH2:5][CH2:6][C:7]([OH:9])=[O:8].[N-:10]=[N+:11]=[N-:12].[Na+]. (2) Given the product [N:44]1[CH:45]=[N:46][N:47]2[CH2:52][CH2:51][N:50]([CH2:21][C:20]3[CH:23]=[C:16]([C:11]4[N:12]=[C:13]([CH3:15])[N:14]=[C:9]([NH2:8])[N:10]=4)[C:17]([NH:24][C:25]4[CH:26]=[N:27][C:28]([O:31][CH3:32])=[CH:29][CH:30]=4)=[N:18][CH:19]=3)[CH2:49][C:48]=12, predict the reactants needed to synthesize it. The reactants are: COC1C=CC(C[N:8](CC2C=CC(OC)=CC=2)[C:9]2[N:14]=[C:13]([CH3:15])[N:12]=[C:11]([C:16]3[C:17]([NH:24][C:25]4[CH:26]=[N:27][C:28]([O:31][CH3:32])=[CH:29][CH:30]=4)=[N:18][CH:19]=[C:20]([CH:23]=3)[CH:21]=O)[N:10]=2)=CC=1.[N:44]1[CH:45]=[N:46][N:47]2[CH2:52][CH2:51][NH:50][CH2:49][C:48]=12. (3) Given the product [Cl:29][C:26]1[CH:25]=[CH:24][C:23]([C:22]([NH:21][CH:8]([CH2:9][C:10]2[C:19]3[C:14](=[CH:15][CH:16]=[CH:17][CH:18]=3)[NH:13][C:12](=[O:20])[CH:11]=2)[C:7]([NH:6][CH2:5][C:4]([OH:32])=[O:3])=[O:31])=[O:30])=[CH:28][CH:27]=1, predict the reactants needed to synthesize it. The reactants are: C([O:3][C:4](=[O:32])[CH2:5][NH:6][C:7](=[O:31])[CH:8]([NH:21][C:22](=[O:30])[C:23]1[CH:28]=[CH:27][C:26]([Cl:29])=[CH:25][CH:24]=1)[CH2:9][C:10]1[C:19]2[C:14](=[CH:15][CH:16]=[CH:17][CH:18]=2)[NH:13][C:12](=[O:20])[CH:11]=1)C.FC(F)(F)C(O)=O.O. (4) Given the product [Br:59][C:60]1[CH:61]=[C:62]([CH2:68][NH:69][C:26]([C:25]2[CH:29]=[C:30]([CH3:32])[CH:31]=[C:23]([C:21]([NH:20][CH2:19][C:10]3[C:11]([NH:12][CH:13]4[CH2:18][CH2:17][O:16][CH2:15][CH2:14]4)=[C:6]4[CH:5]=[N:4][N:3]([CH2:1][CH3:2])[C:7]4=[N:8][C:9]=3[CH2:33][CH3:34])=[O:22])[CH:24]=2)=[O:27])[CH:63]=[CH:64][C:65]=1[O:66][CH3:67], predict the reactants needed to synthesize it. The reactants are: [CH2:1]([N:3]1[C:7]2=[N:8][C:9]([CH2:33][CH3:34])=[C:10]([CH2:19][NH:20][C:21]([C:23]3[CH:24]=[C:25]([CH:29]=[C:30]([CH3:32])[CH:31]=3)[C:26](O)=[O:27])=[O:22])[C:11]([NH:12][CH:13]3[CH2:18][CH2:17][O:16][CH2:15][CH2:14]3)=[C:6]2[CH:5]=[N:4]1)[CH3:2].CN(C(ON1N=NC2C=CC=CC1=2)=[N+](C)C)C.F[P-](F)(F)(F)(F)F.[Br:59][C:60]1[CH:61]=[C:62]([CH2:68][NH2:69])[CH:63]=[CH:64][C:65]=1[O:66][CH3:67]. (5) Given the product [F:17][C:18]1[CH:26]=[CH:25][CH:24]=[CH:23][C:19]=1[C:20]([C:4]1[NH:5][CH:6]=[C:2]([CH3:1])[N:3]=1)=[O:21], predict the reactants needed to synthesize it. The reactants are: [CH3:1][C:2]1[N:3]=[CH:4][NH:5][CH:6]=1.C(#N)C.C(N(CC)CC)C.[F:17][C:18]1[CH:26]=[CH:25][CH:24]=[CH:23][C:19]=1[C:20](Cl)=[O:21]. (6) Given the product [Br:8][C:5]1[N:4]=[C:3]([C:9]([O:11][CH3:12])=[O:10])[C:2]([O:18][CH3:17])=[N:7][CH:6]=1, predict the reactants needed to synthesize it. The reactants are: N[C:2]1[C:3]([C:9]([O:11][CH3:12])=[O:10])=[N:4][C:5]([Br:8])=[CH:6][N:7]=1.N([O-])=O.[Na+].[CH3:17][OH:18]. (7) Given the product [F:40][CH:2]1[CH2:6][CH2:5][N:4]([C@H:7]2[CH2:12][CH2:11][CH2:10][CH2:9][C@H:8]2[NH:13][C:14](=[O:29])[C:15]2[C:20]([S:21][CH3:22])=[CH:19][C:18]([C:23]([F:26])([F:25])[F:24])=[CH:17][C:16]=2[O:27][CH3:28])[CH2:3]1, predict the reactants needed to synthesize it. The reactants are: O[CH:2]1[CH2:6][CH2:5][N:4]([C@H:7]2[CH2:12][CH2:11][CH2:10][CH2:9][C@H:8]2[NH:13][C:14](=[O:29])[C:15]2[C:20]([S:21][CH3:22])=[CH:19][C:18]([C:23]([F:26])([F:25])[F:24])=[CH:17][C:16]=2[O:27][CH3:28])[CH2:3]1.COCCN(S(F)(F)[F:40])CCOC. (8) Given the product [OH:8][CH:5]1[CH2:6][CH2:7][CH:2]([NH:1][C:18](=[O:19])[O:20][CH2:21][C:22]2[CH:27]=[CH:26][CH:25]=[CH:24][CH:23]=2)[CH2:3][C:4]1([CH3:10])[CH3:9], predict the reactants needed to synthesize it. The reactants are: [NH2:1][CH:2]1[CH2:7][CH2:6][CH:5]([OH:8])[C:4]([CH3:10])([CH3:9])[CH2:3]1.C(=O)([O-])[O-].[Na+].[Na+].Cl[C:18]([O:20][CH2:21][C:22]1[CH:27]=[CH:26][CH:25]=[CH:24][CH:23]=1)=[O:19].ClCCl. (9) Given the product [C:30]([NH:33][C:34]1[CH:35]=[C:36]([CH:40]=[CH:41][CH:42]=1)[C:37]([NH:27][C:23]1[CH:24]=[CH:25][CH:26]=[C:21]([C:12]2[C:13]3[C:8](=[CH:7][C:6]([O:5][CH2:3][CH3:4])=[C:15]4[O:16][C:17]([CH3:20])([CH3:19])[CH2:18][C:14]4=3)[CH2:9][C:10]([CH3:28])([CH3:29])[N:11]=2)[CH:22]=1)=[O:38])(=[O:32])[CH3:31], predict the reactants needed to synthesize it. The reactants are: Cl.Cl.[CH2:3]([O:5][C:6]1[CH:7]=[C:8]2[C:13](=[C:14]3[CH2:18][C:17]([CH3:20])([CH3:19])[O:16][C:15]=13)[C:12]([C:21]1[CH:22]=[C:23]([NH2:27])[CH:24]=[CH:25][CH:26]=1)=[N:11][C:10]([CH3:29])([CH3:28])[CH2:9]2)[CH3:4].[C:30]([NH:33][C:34]1[CH:35]=[C:36]([CH:40]=[CH:41][CH:42]=1)[C:37](O)=[O:38])(=[O:32])[CH3:31].O.ON1C2C=CC=CC=2N=N1.C(N(CC)CC)C.Cl.C(N=C=NCCCN(C)C)C. (10) Given the product [Cl:36][C:37]1[N:42]=[C:41]([NH:27][C:28]2[CH:35]=[CH:34][CH:33]=[C:30]([C:31]#[N:32])[CH:29]=2)[C:40]([F:44])=[CH:39][N:38]=1, predict the reactants needed to synthesize it. The reactants are: C1COC2C=CC(NC3C(F)=CN=C(NC4C=CC=C(O)C=4)N=3)=CC=2O1.[NH2:27][C:28]1[CH:29]=[C:30]([CH:33]=[CH:34][CH:35]=1)[C:31]#[N:32].[Cl:36][C:37]1[N:42]=[C:41](Cl)[C:40]([F:44])=[CH:39][N:38]=1.